This data is from Full USPTO retrosynthesis dataset with 1.9M reactions from patents (1976-2016). The task is: Predict the reactants needed to synthesize the given product. (1) Given the product [CH2:43]([O:50][C:51]1[CH:52]=[C:53]2[C:58](=[CH:59][CH:60]=1)[N:57]=[CH:56][C:55]([N:66]1[CH2:67][CH2:68][CH2:69][N:63]([CH3:62])[CH2:64][CH2:65]1)=[CH:54]2)[C:44]1[CH:49]=[CH:48][CH:47]=[CH:46][CH:45]=1, predict the reactants needed to synthesize it. The reactants are: CC1(C)C2C(=C(P(C3C=CC=CC=3)C3C=CC=CC=3)C=CC=2)OC2C(P(C3C=CC=CC=3)C3C=CC=CC=3)=CC=CC1=2.[CH2:43]([O:50][C:51]1[CH:52]=[C:53]2[C:58](=[CH:59][CH:60]=1)[N:57]=[CH:56][C:55](Br)=[CH:54]2)[C:44]1[CH:49]=[CH:48][CH:47]=[CH:46][CH:45]=1.[CH3:62][N:63]1[CH2:69][CH2:68][CH2:67][NH:66][CH2:65][CH2:64]1.CC([O-])(C)C.[K+]. (2) Given the product [C:4]1([C:9]2[CH:14]=[CH:13][CH:12]=[CH:11][CH:10]=2)[CH:5]=[CH:6][CH:7]=[CH:8][C:3]=1[CH:1]1[O:20][N:19]=[C:18]([C:17](=[O:22])[CH2:16][Cl:15])[CH2:2]1, predict the reactants needed to synthesize it. The reactants are: [CH:1]([C:3]1[CH:8]=[CH:7][CH:6]=[CH:5][C:4]=1[C:9]1[CH:14]=[CH:13][CH:12]=[CH:11][CH:10]=1)=[CH2:2].[Cl:15][CH2:16][C:17](=[O:22])[C:18](Cl)=[N:19][OH:20].C(=O)(O)[O-].[Na+]. (3) Given the product [CH3:22][O:21][CH2:20][O:19][C:11]1[C:12](=[O:18])[N:13]([CH2:15][O:16][CH3:17])[CH:14]=[C:9]([S:8][CH2:7][C:6]2[CH:23]=[CH:24][N:30]=[CH:4][CH:5]=2)[CH:10]=1, predict the reactants needed to synthesize it. The reactants are: C(C1[CH:24]=[CH:23][C:6]([CH2:7][S:8][C:9]2[CH:10]=[C:11]([O:19][CH2:20][O:21][CH3:22])[C:12](=[O:18])[N:13]([CH2:15][O:16][CH3:17])[CH:14]=2)=[CH:5][CH:4]=1)C.ClCC1C=C[N:30]=CC=1. (4) Given the product [OH:12][C:9]1[CH:10]=[C:11]2[C:6]([CH:5]=[CH:4][CH:3]=[C:2]2[NH:1][C:18](=[O:19])[O:17][C:13]([CH3:16])([CH3:15])[CH3:14])=[CH:7][CH:8]=1, predict the reactants needed to synthesize it. The reactants are: [NH2:1][C:2]1[CH:3]=[CH:4][CH:5]=[C:6]2[C:11]=1[CH:10]=[C:9]([OH:12])[CH:8]=[CH:7]2.[C:13]([O:17][C:18](O[C:18]([O:17][C:13]([CH3:16])([CH3:15])[CH3:14])=[O:19])=[O:19])([CH3:16])([CH3:15])[CH3:14]. (5) Given the product [Br:35][C:24]1[CH:23]=[C:22]([CH:27]=[CH:26][C:25]=1[C:28]([F:34])([F:33])[P:29]([OH:32])([OH:31])=[O:30])[CH2:21][N:8]1[C:9]([C:11]2[CH:12]=[CH:13][C:14]([C:17]([OH:19])=[O:18])=[CH:15][CH:16]=2)=[CH:10][NH:6][C:7]1=[O:36], predict the reactants needed to synthesize it. The reactants are: C(OC([N:6]1[CH:10]=[C:9]([C:11]2[CH:16]=[CH:15][C:14]([C:17]([O:19]C)=[O:18])=[CH:13][CH:12]=2)[N:8]([CH2:21][C:22]2[CH:27]=[CH:26][C:25]([C:28]([F:34])([F:33])[P:29]([OH:32])([OH:31])=[O:30])=[C:24]([Br:35])[CH:23]=2)[C:7]1=[O:36])=O)C.Cl. (6) Given the product [N:21]1[C:27]2[CH:12]=[CH:17][CH:16]=[CH:15][C:18]=2[NH:19][CH:20]=1, predict the reactants needed to synthesize it. The reactants are: ClC1C(Cl)=C(OC(C)C)C=CC=1C(N[C@@H](C[C:12]1[CH:17]=[CH:16][C:15]([C:18]2[N:19]=[C:20]3C(C)=CC=C[N:21]3[CH:27]=2)=CC=1)CCO)=O.C(N(CC)CC)C.FC(F)(F)C(OC1C(F)=C(F)C(F)=C(F)C=1F)=O.